Dataset: Forward reaction prediction with 1.9M reactions from USPTO patents (1976-2016). Task: Predict the product of the given reaction. (1) Given the reactants [OH:1][C@@H:2]1[C@@H:7]([OH:8])[CH2:6][CH2:5][N:4]([C:9]2[CH:10]=[CH:11][C:12]([C:15]3[NH:39][C:18]4=[N:19][CH:20]=[CH:21][C:22]([C:23]5[CH:28]=[CH:27][C:26]([CH2:29][NH:30][C:31](=O)[O:32]C(C)(C)C)=[C:25]([F:38])[CH:24]=5)=[C:17]4[N:16]=3)=[N:13][CH:14]=2)[CH2:3]1.[C:40]([C:44]1[N:48]=[C:47](C(OC)=O)[O:46][N:45]=1)([CH3:43])([CH3:42])[CH3:41], predict the reaction product. The product is: [C:40]([C:44]1[N:48]=[C:47]([C:31]([NH:30][CH2:29][C:26]2[CH:27]=[CH:28][C:23]([C:22]3[CH:21]=[CH:20][N:19]=[C:18]4[NH:39][C:15]([C:12]5[CH:11]=[CH:10][C:9]([N:4]6[CH2:5][CH2:6][C@H:7]([OH:8])[C@@H:2]([OH:1])[CH2:3]6)=[CH:14][N:13]=5)=[N:16][C:17]=34)=[CH:24][C:25]=2[F:38])=[O:32])[O:46][N:45]=1)([CH3:43])([CH3:42])[CH3:41]. (2) Given the reactants [CH3:1][N:2]1[CH:6]=[C:5]([N:7]2[C:19]3[C:18]4[CH:17]=[C:16]([C:20]5[CH:21]=[N:22][C:23]([CH2:29][OH:30])=[C:24]([NH:26][CH2:27][CH3:28])[CH:25]=5)[CH:15]=[CH:14][C:13]=4[N:12]=[CH:11][C:10]=3[N:9]([CH3:31])[C:8]2=[O:32])[C:4]([CH3:33])=[N:3]1.[H-].[Na+].I[CH3:37], predict the reaction product. The product is: [CH3:1][N:2]1[CH:6]=[C:5]([N:7]2[C:19]3[C:18]4[CH:17]=[C:16]([C:20]5[CH:21]=[N:22][C:23]([CH2:29][O:30][CH3:37])=[C:24]([NH:26][CH2:27][CH3:28])[CH:25]=5)[CH:15]=[CH:14][C:13]=4[N:12]=[CH:11][C:10]=3[N:9]([CH3:31])[C:8]2=[O:32])[C:4]([CH3:33])=[N:3]1. (3) Given the reactants C[O:2][C:3]([C:5]1[C:6](=[O:22])[O:7][CH:8]([C:16]2[CH:21]=[CH:20][CH:19]=[CH:18][CH:17]=2)[C:9]=1[C:10]1[CH:15]=[CH:14][CH:13]=[CH:12][CH:11]=1)=O.[CH3:23][C:24]([OH:27])([CH3:26])[CH3:25], predict the reaction product. The product is: [C:24]([O:27][C:3]([C:5]1[C:6](=[O:22])[O:7][CH:8]([C:16]2[CH:21]=[CH:20][CH:19]=[CH:18][CH:17]=2)[C:9]=1[C:10]1[CH:15]=[CH:14][CH:13]=[CH:12][CH:11]=1)=[O:2])([CH3:26])([CH3:25])[CH3:23]. (4) Given the reactants [Br:1][C:2]1[CH:3]=[C:4]([O:10][CH:11]([CH3:13])[CH3:12])[C:5]([CH3:9])=[N+:6]([O-])[CH:7]=1.FC(F)(F)C(OC(=O)C(F)(F)F)=[O:17], predict the reaction product. The product is: [Br:1][C:2]1[CH:3]=[C:4]([O:10][CH:11]([CH3:13])[CH3:12])[C:5]([CH2:9][OH:17])=[N:6][CH:7]=1. (5) The product is: [NH4+:5].[OH-:34].[NH2:5][CH2:6][CH2:7][CH2:8][N:9]1[C:18]2[C:13](=[CH:14][CH:15]=[CH:16][CH:17]=2)[CH2:12][CH:11]([CH2:19][N:20]2[CH2:25][CH2:24][C:23]3([C:33]4[C:28](=[CH:29][CH:30]=[CH:31][CH:32]=4)[CH2:27][CH2:26]3)[CH2:22][CH2:21]2)[C:10]1=[O:34]. Given the reactants C1(=O)[N:5]([CH2:6][CH2:7][CH2:8][N:9]2[C:18]3[C:13](=[CH:14][CH:15]=[CH:16][CH:17]=3)[CH2:12][CH:11]([CH2:19][N:20]3[CH2:25][CH2:24][C:23]4([C:33]5[C:28](=[CH:29][CH:30]=[CH:31][CH:32]=5)[CH2:27][CH2:26]4)[CH2:22][CH2:21]3)[C:10]2=[O:34])C(=O)C2=CC=CC=C12.NN, predict the reaction product. (6) Given the reactants [F:1][C:2]1[CH:7]=[CH:6][C:5]([C:8]2[CH:13]=[C:12]([CH2:14][OH:15])[CH:11]=[C:10]([CH2:16][N:17]([CH2:28][C:29]3[CH:34]=[CH:33][C:32]([F:35])=[CH:31][CH:30]=3)[S:18]([C:21]3[CH:26]=[CH:25][C:24]([CH3:27])=[CH:23][CH:22]=3)(=[O:20])=[O:19])[CH:9]=2)=[CH:4][CH:3]=1.CCN(CC)CC.[CH3:43][S:44](Cl)(=[O:46])=[O:45].Cl, predict the reaction product. The product is: [CH3:43][S:44]([O:15][CH2:14][C:12]1[CH:13]=[C:8]([C:5]2[CH:6]=[CH:7][C:2]([F:1])=[CH:3][CH:4]=2)[CH:9]=[C:10]([CH2:16][N:17]([CH2:28][C:29]2[CH:30]=[CH:31][C:32]([F:35])=[CH:33][CH:34]=2)[S:18]([C:21]2[CH:26]=[CH:25][C:24]([CH3:27])=[CH:23][CH:22]=2)(=[O:20])=[O:19])[CH:11]=1)(=[O:46])=[O:45]. (7) The product is: [C:23]([C:22]1[CH:25]=[CH:26][C:19]([CH2:18][NH:17][C:5](=[O:7])[CH:4]([O:3][CH2:1][CH3:2])[C:8]2[CH:13]=[CH:12][C:11]([O:14][CH3:15])=[CH:10][C:9]=2[F:16])=[C:20]([O:27][C:28]2[CH:33]=[CH:32][CH:31]=[CH:30][CH:29]=2)[CH:21]=1)#[N:24]. Given the reactants [CH2:1]([O:3][CH:4]([C:8]1[CH:13]=[CH:12][C:11]([O:14][CH3:15])=[CH:10][C:9]=1[F:16])[C:5]([OH:7])=O)[CH3:2].[NH2:17][CH2:18][C:19]1[CH:26]=[CH:25][C:22]([C:23]#[N:24])=[CH:21][C:20]=1[O:27][C:28]1[CH:33]=[CH:32][CH:31]=[CH:30][CH:29]=1, predict the reaction product. (8) Given the reactants Br[C:2]1[CH:3]=[N:4][C:5]([O:10][CH3:11])=[C:6]([CH:9]=1)[C:7]#[N:8].B1(B2OC(C)(C)C(C)(C)O2)OC(C)(C)C(C)(C)O1.C([O-])(=O)C.[K+].B(O)O.[Cl:38][C:39]1[N:44]=[C:43](Cl)[CH:42]=[CH:41][N:40]=1.C(=O)([O-])[O-].[Na+].[Na+], predict the reaction product. The product is: [Cl:38][C:39]1[N:44]=[C:43]([C:2]2[CH:3]=[N:4][C:5]([O:10][CH3:11])=[C:6]([CH:9]=2)[C:7]#[N:8])[CH:42]=[CH:41][N:40]=1.